This data is from Experimentally validated miRNA-target interactions with 360,000+ pairs, plus equal number of negative samples. The task is: Binary Classification. Given a miRNA mature sequence and a target amino acid sequence, predict their likelihood of interaction. (1) The miRNA is hsa-miR-6866-3p with sequence GAUCCCUUUAUCUGUCCUCUAG. The protein sequence of the target gene is MREIVHIQAGQCGNQIGAKFWEVISDEHGIDPSGNYVGDSDLQLERISVYYNEASSHKYVPRAILVDLEPGTMDSVRSGAFGHLFRPDNFIFGQSGAGNNWAKGHYTEGAELVDSVLDVVRKECENCDCLQGFQLTHSLGGGTGSGMGTLLISKVREEYPDRIMNTFSVVPSPKVSDTVVEPYNATLSIHQLVENTDETYCIDNEALYDICFRTLKLATPTYGDLNHLVSATMSGVTTSLRFPGQLNADLRKLAVNMVPFPRLHFFMPGFAPLTARGSQQYRALTVPELTQQMFDAKNMM.... Result: 0 (no interaction). (2) The miRNA is hsa-miR-3690 with sequence ACCUGGACCCAGCGUAGACAAAG. The protein sequence of the target gene is MAALTDLSFMYRWFKNCNLVGNLSEKYVFITGCDSGFGNLLAKQLVDRGMQVLAACFTEEGSQKLQRDTSYRLQTTLLDVTKSESIKAAAQWVRDKVGEQGLWALVNNAGVGLPSGPNEWLTKDDFVKVINVNLVGLIEVTLHMLPMVKRARGRVVNMSSSGGRVAVIGGGYCVSKFGVEAFSDSIRRELYYFGVKVCIIEPGNYRTAILGKENLESRMRKLWERLPQETRDSYGEDYFRIYTDKLKNIMQVAEPRVRDVINSMEHAIVSRSPRIRYNPGLDAKLLYIPLAKLPTPVTDF.... Result: 1 (interaction).